Dataset: Full USPTO retrosynthesis dataset with 1.9M reactions from patents (1976-2016). Task: Predict the reactants needed to synthesize the given product. (1) Given the product [CH2:1]([O:3][C:4](=[O:27])[CH2:5][N:6]([CH2:23][CH2:24][CH2:25][CH3:26])[S:7]([C:10]1[CH:15]=[CH:14][C:13]([N:16]2[CH2:17][CH2:18][CH:19]([NH:28][CH2:29][C@H:30]([OH:31])[C:32]3[CH:33]=[CH:34][C:35]([OH:43])=[C:36]([NH:38][S:39]([CH3:42])(=[O:41])=[O:40])[CH:37]=3)[CH2:20][CH2:21]2)=[CH:12][CH:11]=1)(=[O:8])=[O:9])[CH3:2], predict the reactants needed to synthesize it. The reactants are: [CH2:1]([O:3][C:4](=[O:27])[CH2:5][N:6]([CH2:23][CH2:24][CH2:25][CH3:26])[S:7]([C:10]1[CH:15]=[CH:14][C:13]([N:16]2[CH2:21][CH2:20][C:19](=O)[CH2:18][CH2:17]2)=[CH:12][CH:11]=1)(=[O:9])=[O:8])[CH3:2].[NH2:28][CH2:29][C@@H:30]([C:32]1[CH:33]=[CH:34][C:35]([OH:43])=[C:36]([NH:38][S:39]([CH3:42])(=[O:41])=[O:40])[CH:37]=1)[OH:31]. (2) Given the product [Cl:36][C:33]1[CH:34]=[CH:35][C:30]([CH2:29][N:15]2[C:12]3[C:13](=[O:14])[N:8]([CH2:7][CH2:6][CH2:5][OH:4])[C:9](=[O:38])[N:10]([CH3:37])[C:11]=3[CH:17]=[C:16]2[C:18]2[CH:23]=[CH:22][CH:21]=[C:20]([O:24][C:25]([F:26])([F:27])[F:28])[CH:19]=2)=[CH:31][CH:32]=1, predict the reactants needed to synthesize it. The reactants are: C([O:4][CH2:5][CH2:6][CH2:7][N:8]1[C:13](=[O:14])[C:12]2[N:15]([CH2:29][C:30]3[CH:35]=[CH:34][C:33]([Cl:36])=[CH:32][CH:31]=3)[C:16]([C:18]3[CH:23]=[CH:22][CH:21]=[C:20]([O:24][C:25]([F:28])([F:27])[F:26])[CH:19]=3)=[CH:17][C:11]=2[N:10]([CH3:37])[C:9]1=[O:38])(=O)C.O[Li].O. (3) Given the product [N+:1]([C:4]1[CH:12]=[C:11]2[C:7]([C:8](=[S:29])[NH:9][N:10]2[C:13]2[CH:18]=[CH:17][CH:16]=[CH:15][CH:14]=2)=[CH:6][CH:5]=1)([O-:3])=[O:2], predict the reactants needed to synthesize it. The reactants are: [N+:1]([C:4]1[CH:12]=[C:11]2[C:7]([C:8](=O)[NH:9][N:10]2[C:13]2[CH:18]=[CH:17][CH:16]=[CH:15][CH:14]=2)=[CH:6][CH:5]=1)([O-:3])=[O:2].C1(C)C(C)=CC=CC=1.P12(SP3(SP(SP(S3)(S1)=S)(=S)S2)=S)=[S:29]. (4) Given the product [Br-:23].[CH2:29]([N+:1]12[CH2:6][CH2:5][C:4]([C:9]([OH:10])([C:17]3[CH:22]=[CH:21][CH:20]=[CH:19][CH:18]=3)[C:11]3[CH:12]=[CH:13][CH:14]=[CH:15][CH:16]=3)([CH2:3][CH2:2]1)[CH2:7][CH2:8]2)[CH2:28][CH2:27][CH2:26][CH:25]=[CH2:24], predict the reactants needed to synthesize it. The reactants are: [N:1]12[CH2:8][CH2:7][C:4]([C:9]([C:17]3[CH:22]=[CH:21][CH:20]=[CH:19][CH:18]=3)([C:11]3[CH:16]=[CH:15][CH:14]=[CH:13][CH:12]=3)[OH:10])([CH2:5][CH2:6]1)[CH2:3][CH2:2]2.[Br:23][CH2:24][CH2:25][CH2:26][CH2:27][CH:28]=[CH2:29]. (5) Given the product [Cl:17][C:7]1[NH:6][C:5]2[CH:10]=[C:11]([Cl:12])[C:2]([Cl:1])=[CH:3][C:4]=2[N:8]=1, predict the reactants needed to synthesize it. The reactants are: [Cl:1][C:2]1[C:11]([Cl:12])=[CH:10][C:5]2[NH:6][C:7](=O)[NH:8][C:4]=2[CH:3]=1.[OH-].[Na+].O=P(Cl)(Cl)[Cl:17]. (6) Given the product [C:1]([C:5]1[O:6][C:7]([C:21]2[CH:26]=[CH:25][C:24]([N:27]3[CH2:28][CH2:29][S:30](=[N:34][CH3:35])(=[O:33])[CH2:31][CH2:32]3)=[CH:23][CH:22]=2)=[C:8]([C@@H:10]2[CH2:15][CH2:14][C@H:13]([F:16])[CH2:12][C@H:11]2[C:17]([OH:19])=[O:18])[N:9]=1)([CH3:4])([CH3:2])[CH3:3], predict the reactants needed to synthesize it. The reactants are: [C:1]([C:5]1[O:6][C:7]([C:21]2[CH:26]=[CH:25][C:24]([N:27]3[CH2:32][CH2:31][S:30](=[N:34][CH3:35])(=[O:33])[CH2:29][CH2:28]3)=[CH:23][CH:22]=2)=[C:8]([C@@H:10]2[CH2:15][CH2:14][C@H:13]([F:16])[CH2:12][C@H:11]2[C:17]([O:19]C)=[O:18])[N:9]=1)([CH3:4])([CH3:3])[CH3:2].CO.[OH-].[Na+].Cl.